From a dataset of Catalyst prediction with 721,799 reactions and 888 catalyst types from USPTO. Predict which catalyst facilitates the given reaction. (1) Reactant: [CH2:1]([CH:3]([NH:6][C:7]1[CH:12]=[C:11]([CH3:13])[N:10]=[C:9]([O:14][C:15]2[C:22]([CH3:23])=[CH:21][C:18]([CH:19]=[O:20])=[CH:17][C:16]=2[CH3:24])[C:8]=1[CH3:25])[CH2:4][CH3:5])[CH3:2].[BH4-].[Na+]. Product: [CH2:1]([CH:3]([NH:6][C:7]1[CH:12]=[C:11]([CH3:13])[N:10]=[C:9]([O:14][C:15]2[C:16]([CH3:24])=[CH:17][C:18]([CH2:19][OH:20])=[CH:21][C:22]=2[CH3:23])[C:8]=1[CH3:25])[CH2:4][CH3:5])[CH3:2]. The catalyst class is: 5. (2) Reactant: [CH3:1][C:2]([OH:15])([C:4]#[C:5][C:6]1[CH:11]=[CH:10][CH:9]=[C:8]([N+:12]([O-])=O)[CH:7]=1)[CH3:3].[H][H]. Product: [NH2:12][C:8]1[CH:7]=[C:6]([C:5]#[C:4][C:2]([CH3:3])([OH:15])[CH3:1])[CH:11]=[CH:10][CH:9]=1. The catalyst class is: 32. (3) Reactant: Br[C:2]1[CH:7]=[CH:6][C:5]([C@@H:8]2[O:13][CH2:12][CH2:11][N:10]([C@@H:14]([C:16]3[CH:21]=[CH:20][CH:19]=[CH:18][CH:17]=3)[CH3:15])[CH2:9]2)=[CH:4][CH:3]=1.C([Li])CCC.CN(C)[CH:29]=[O:30]. Product: [C:16]1([C@H:14]([N:10]2[CH2:11][CH2:12][O:13][C@@H:8]([C:5]3[CH:6]=[CH:7][C:2]([CH:29]=[O:30])=[CH:3][CH:4]=3)[CH2:9]2)[CH3:15])[CH:21]=[CH:20][CH:19]=[CH:18][CH:17]=1. The catalyst class is: 7. (4) Product: [C:25]([O:29][C:30](=[O:31])[N:1]([CH2:23][CH2:22][C:21](=[O:24])[NH:20][O:19][CH2:12][C:13]1[CH:18]=[CH:17][CH:16]=[CH:15][CH:14]=1)[C@@H:2]([CH2:10][OH:11])[CH2:3][C:4]1[CH:5]=[CH:6][CH:7]=[CH:8][CH:9]=1)([CH3:28])([CH3:27])[CH3:26]. Reactant: [NH2:1][C@@H:2]([CH2:10][OH:11])[CH2:3][C:4]1[CH:9]=[CH:8][CH:7]=[CH:6][CH:5]=1.[CH2:12]([O:19][NH:20][C:21](=[O:24])[CH:22]=[CH2:23])[C:13]1[CH:18]=[CH:17][CH:16]=[CH:15][CH:14]=1.[C:25]([O:29][C:30](O[C:30]([O:29][C:25]([CH3:28])([CH3:27])[CH3:26])=[O:31])=[O:31])([CH3:28])([CH3:27])[CH3:26]. The catalyst class is: 5. (5) Reactant: [H-].C([Al+]CC(C)C)C(C)C.[Br:11][C:12]1[CH:21]=[C:20]2[C:15]([CH:16]=[C:17]([N:26]([CH3:28])[CH3:27])[C:18]([C:22](OC)=[O:23])=[CH:19]2)=[CH:14][CH:13]=1.C(#N)C.C(=O)=O.CCOC(C)=O. Product: [Br:11][C:12]1[CH:21]=[C:20]2[C:15]([CH:16]=[C:17]([N:26]([CH3:28])[CH3:27])[C:18]([CH2:22][OH:23])=[CH:19]2)=[CH:14][CH:13]=1. The catalyst class is: 1. (6) Reactant: [F:1][C:2]1[CH:3]=[C:4]([CH:10]([C:18]2[NH:22][C:21]([C:23]3[CH:28]=[CH:27][CH:26]=[CH:25][N:24]=3)=[CH:20][CH:19]=2)[CH2:11][CH:12]2[CH2:17][CH2:16][O:15][CH2:14][CH2:13]2)[CH:5]=[CH:6][C:7]=1SC.O1CCC[CH2:30]1.O.O[O:36][S:37]([O-:39])=O.[K+]. Product: [F:1][C:2]1[CH:3]=[C:4]([CH:10]([C:18]2[NH:22][C:21]([C:23]3[CH:28]=[CH:27][CH:26]=[CH:25][N:24]=3)=[CH:20][CH:19]=2)[CH2:11][CH:12]2[CH2:17][CH2:16][O:15][CH2:14][CH2:13]2)[CH:5]=[CH:6][C:7]=1[S:37]([CH3:30])(=[O:39])=[O:36]. The catalyst class is: 370. (7) Reactant: [C:1]([C:3]1[CH:12]=[CH:11][CH:10]=[C:9]2[C:4]=1[CH:5]=[C:6]([C:14]1[CH:30]=[CH:29][C:17]([C:18]([N:20]([CH2:25][CH2:26][O:27]C)[CH2:21][CH2:22][O:23]C)=[O:19])=[CH:16][CH:15]=1)[NH:7][C:8]2=[O:13])#[N:2].B(Br)(Br)Br. Product: [C:1]([C:3]1[CH:12]=[CH:11][CH:10]=[C:9]2[C:4]=1[CH:5]=[C:6]([C:14]1[CH:30]=[CH:29][C:17]([C:18]([N:20]([CH2:21][CH2:22][OH:23])[CH2:25][CH2:26][OH:27])=[O:19])=[CH:16][CH:15]=1)[NH:7][C:8]2=[O:13])#[N:2]. The catalyst class is: 2. (8) Reactant: [CH:1]([C@@H:4]1[N:9]2[C:10]3[C:19]4[C:14](=[CH:15][CH:16]=[CH:17][CH:18]=4)[N+:13]([O-])=[CH:12][C:11]=3[N:21]=[C:8]2[CH2:7][O:6][CH2:5]1)([CH3:3])[CH3:2].[OH-].[NH4+:23].C1(C)C=CC(S(Cl)(=O)=O)=CC=1. Product: [CH:1]([C@@H:4]1[N:9]2[C:10]3[C:19]4[C:14](=[CH:15][CH:16]=[CH:17][CH:18]=4)[N:13]=[C:12]([NH2:23])[C:11]=3[N:21]=[C:8]2[CH2:7][O:6][CH2:5]1)([CH3:3])[CH3:2]. The catalyst class is: 34. (9) Reactant: [OH:1][CH:2]([CH2:6][O:7][C:8]1[CH:13]=[CH:12][C:11]([C:14](=[N:16][O:17][CH2:18][C:19]2[CH:24]=[CH:23][C:22]([C:25]([F:28])([F:27])[F:26])=[CH:21][CH:20]=2)[CH3:15])=[CH:10][CH:9]=1)[C:3]([NH2:5])=[O:4].[C:29](N1C=CN=C1)(N1C=CN=C1)=[O:30].O. Product: [F:28][C:25]([F:26])([F:27])[C:22]1[CH:21]=[CH:20][C:19]([CH2:18][O:17][N:16]=[C:14]([C:11]2[CH:12]=[CH:13][C:8]([O:7][CH2:6][CH:2]3[O:1][C:29](=[O:30])[NH:5][C:3]3=[O:4])=[CH:9][CH:10]=2)[CH3:15])=[CH:24][CH:23]=1. The catalyst class is: 1.